Dataset: Full USPTO retrosynthesis dataset with 1.9M reactions from patents (1976-2016). Task: Predict the reactants needed to synthesize the given product. (1) Given the product [F:18][C:17]1[C:12]2[N:13]([C:9]([C:4]3[CH:5]=[CH:6][C:7]([F:8])=[C:2]([C:28]4[CH:29]=[CH:30][C:25]([C:24]([F:35])([F:34])[F:23])=[CH:26][CH:27]=4)[CH:3]=3)=[CH:10][N:11]=2)[CH:14]=[CH:15][C:16]=1[C:19]([OH:22])([CH3:21])[CH3:20], predict the reactants needed to synthesize it. The reactants are: Cl[C:2]1[CH:3]=[C:4]([C:9]2[N:13]3[CH:14]=[CH:15][C:16]([C:19]([OH:22])([CH3:21])[CH3:20])=[C:17]([F:18])[C:12]3=[N:11][CH:10]=2)[CH:5]=[CH:6][C:7]=1[F:8].[F:23][C:24]([F:35])([F:34])[C:25]1[CH:30]=[CH:29][C:28](B(O)O)=[CH:27][CH:26]=1. (2) Given the product [O:29]1[CH:33]=[CH:32][C:31]([C:2]2[CH:3]=[C:4]3[C:9](=[CH:10][CH:11]=2)[C:8](=[O:12])[NH:7][C:6](=[O:13])/[C:5]/3=[CH:14]\[NH:15][C:16]2[CH:21]=[N:20][C:19]([N:22]3[CH2:27][CH2:26][N:25]([CH3:28])[CH2:24][CH2:23]3)=[N:18][CH:17]=2)=[CH:30]1, predict the reactants needed to synthesize it. The reactants are: I[C:2]1[CH:3]=[C:4]2[C:9](=[CH:10][CH:11]=1)[C:8](=[O:12])[NH:7][C:6](=[O:13])/[C:5]/2=[CH:14]\[NH:15][C:16]1[CH:17]=[N:18][C:19]([N:22]2[CH2:27][CH2:26][N:25]([CH3:28])[CH2:24][CH2:23]2)=[N:20][CH:21]=1.[O:29]1[CH:33]=[CH:32][C:31](B(O)O)=[CH:30]1.C(=O)([O-])[O-].[Cs+].[Cs+].P(C(C)(C)C)(C(C)(C)C)C(C)(C)C. (3) The reactants are: [N:1]1([C:5]2[CH:10]=[CH:9][CH:8]=[CH:7][C:6]=2[N:11]2[CH2:16][CH2:15][N:14]([C:17]3[C:26]4[C:21](=[CH:22][CH:23]=[C:24]([N:27]([CH3:29])[CH3:28])[CH:25]=4)[N:20]=[C:19]([CH:30]4[CH2:32][CH2:31]4)[N:18]=3)[CH2:13][CH2:12]2)[CH2:4][CH2:3][CH2:2]1.C=O.[CH:35](=O)C. Given the product [N:1]1([C:5]2[CH:10]=[CH:9][CH:8]=[CH:7][C:6]=2[N:11]2[CH2:12][CH2:13][N:14]([C:17]3[C:26]4[C:21](=[CH:22][CH:23]=[C:24]([N:27]([CH2:29][CH3:35])[CH3:28])[CH:25]=4)[N:20]=[C:19]([CH:30]4[CH2:32][CH2:31]4)[N:18]=3)[CH2:15][CH2:16]2)[CH2:2][CH2:3][CH2:4]1, predict the reactants needed to synthesize it. (4) Given the product [N:18]1([C:15]2[CH:16]=[CH:17][C:12]([NH:11][C:9]3[N:10]=[C:3]4[C:2]([C:61]5[CH:62]=[CH:63][CH:64]=[CH:65][C:60]=5[O:59][C:66]5[CH:67]=[CH:68][CH:69]=[CH:70][CH:71]=5)=[N:7][CH:6]=[CH:5][N:4]4[N:8]=3)=[CH:13][CH:14]=2)[CH2:23][CH2:22][O:21][CH2:20][CH2:19]1, predict the reactants needed to synthesize it. The reactants are: Cl[C:2]1[C:3]2[N:4]([N:8]=[C:9]([NH:11][C:12]3[CH:17]=[CH:16][C:15]([N:18]4[CH2:23][CH2:22][O:21][CH2:20][CH2:19]4)=[CH:14][CH:13]=3)[N:10]=2)[CH:5]=[CH:6][N:7]=1.C(=O)([O-])[O-].[K+].[K+].C1(P(C2CCCCC2)C2C=CC=CC=2C2C(OC)=CC=CC=2OC)CCCCC1.[O:59]([C:66]1[CH:71]=[CH:70][CH:69]=[CH:68][C:67]=1B(O)O)[C:60]1[CH:65]=[CH:64][CH:63]=[CH:62][CH:61]=1.